Dataset: Reaction yield outcomes from USPTO patents with 853,638 reactions. Task: Predict the reaction yield, written as a fraction of the theoretical maximum amount of product (1.0 means a 100% yield; for example, 0.34 means a 34% yield). (1) The reactants are [OH:1][C:2]12[C:13]3[C:8](=[C:9]([N+:14]([O-])=O)[CH:10]=[CH:11][CH:12]=3)[C:7](=[O:17])[C:6]1([NH:18][C:19](=[O:27])[C:20]1[CH:25]=[CH:24][CH:23]=[C:22]([CH3:26])[CH:21]=1)[C:5]1[CH:28]=[CH:29][C:30]([CH:32]([CH3:34])[CH3:33])=[CH:31][C:4]=1[O:3]2.O. The catalyst is Cl.C(O)C.[Fe]. The product is [NH2:14][C:9]1[CH:10]=[CH:11][CH:12]=[C:13]2[C:8]=1[C:7](=[O:17])[C:6]1([NH:18][C:19](=[O:27])[C:20]3[CH:25]=[CH:24][CH:23]=[C:22]([CH3:26])[CH:21]=3)[C:5]3[CH:28]=[CH:29][C:30]([CH:32]([CH3:34])[CH3:33])=[CH:31][C:4]=3[O:3][C:2]12[OH:1]. The yield is 0.520. (2) The reactants are [Cl:1][C:2]1[CH:3]=[C:4]([CH2:12][CH2:13][NH:14]C(=O)C)[CH:5]=[CH:6][C:7]=1[S:8](=[O:11])(=[O:10])[NH2:9].[OH-].[K+].Cl. No catalyst specified. The product is [NH2:14][CH2:13][CH2:12][C:4]1[CH:5]=[CH:6][C:7]([S:8]([NH2:9])(=[O:10])=[O:11])=[C:2]([Cl:1])[CH:3]=1. The yield is 0.810. (3) The reactants are [CH3:1][O:2][CH2:3][C:4]1[CH:5]=[C:6]([C:10]2[O:14][CH:13]=[N:12][C:11]=2[C:15](OC)=[O:16])[CH:7]=[CH:8][CH:9]=1.[BH4-].[Li+]. The catalyst is C1COCC1. The product is [CH3:1][O:2][CH2:3][C:4]1[CH:5]=[C:6]([C:10]2[O:14][CH:13]=[N:12][C:11]=2[CH2:15][OH:16])[CH:7]=[CH:8][CH:9]=1. The yield is 0.830. (4) The reactants are [NH2:1][C:2]1[N:7]=[CH:6][C:5]([N:8]2[CH2:13][CH2:12][N:11]([C:14]([O:16][C:17]([CH3:20])([CH3:19])[CH3:18])=[O:15])[CH2:10][C@@H:9]2[CH3:21])=[CH:4][CH:3]=1.Br[C:23]1[C:24](=[O:38])[N:25]([CH2:30][O:31][CH2:32][CH2:33][Si:34]([CH3:37])([CH3:36])[CH3:35])[N:26]=[C:27]([Cl:29])[CH:28]=1.CC1(C)C2C(=C(P(C3C=CC=CC=3)C3C=CC=CC=3)C=CC=2)OC2C(P(C3C=CC=CC=3)C3C=CC=CC=3)=CC=CC1=2.C([O-])([O-])=O.[Cs+].[Cs+]. The catalyst is C1C=CC(/C=C/C(/C=C/C2C=CC=CC=2)=O)=CC=1.C1C=CC(/C=C/C(/C=C/C2C=CC=CC=2)=O)=CC=1.C1C=CC(/C=C/C(/C=C/C2C=CC=CC=2)=O)=CC=1.[Pd].[Pd].O1CCOCC1. The product is [Cl:29][C:27]1[CH:28]=[C:23]([NH:1][C:2]2[N:7]=[CH:6][C:5]([N:8]3[CH2:13][CH2:12][N:11]([C:14]([O:16][C:17]([CH3:20])([CH3:19])[CH3:18])=[O:15])[CH2:10][C@@H:9]3[CH3:21])=[CH:4][CH:3]=2)[C:24](=[O:38])[N:25]([CH2:30][O:31][CH2:32][CH2:33][Si:34]([CH3:36])([CH3:35])[CH3:37])[N:26]=1. The yield is 0.910. (5) The reactants are [Cl:1][C:2]1[C:3]2[CH:10]=[CH:9][NH:8][C:4]=2[N:5]=[CH:6][N:7]=1.O[C@H:12]1[CH2:17][CH2:16][CH2:15][N:14]([C:18]([O:20][C:21]([CH3:24])([CH3:23])[CH3:22])=[O:19])[CH2:13]1.C1C=CC(P(C2C=CC=CC=2)C2C=CC=CC=2)=CC=1.CCOC(/N=N/C(OCC)=O)=O. The catalyst is C1COCC1. The product is [Cl:1][C:2]1[C:3]2[CH:10]=[CH:9][N:8]([C@@H:16]3[CH2:17][CH2:12][CH2:13][N:14]([C:18]([O:20][C:21]([CH3:24])([CH3:23])[CH3:22])=[O:19])[CH2:15]3)[C:4]=2[N:5]=[CH:6][N:7]=1. The yield is 0.100. (6) The reactants are FC(F)(F)C(O)=O.[Cl:8][C:9]1[CH:10]=[CH:11][C:12]([NH:15][C:16](=[O:32])[C:17]2[CH:22]=[CH:21][CH:20]=[CH:19][C:18]=2[NH:23][C:24]([O:26][CH:27]2[CH2:31][CH2:30][NH:29][CH2:28]2)=[O:25])=[N:13][CH:14]=1.[CH3:33][CH:34]1[CH2:39][CH2:38][CH2:37][CH2:36][C:35]1=O.C([BH3-])#N.[Na+].Cl. No catalyst specified. The product is [ClH:8].[Cl:8][C:9]1[CH:10]=[CH:11][C:12]([NH:15][C:16](=[O:32])[C:17]2[CH:22]=[CH:21][CH:20]=[CH:19][C:18]=2[NH:23][C:24]([O:26][CH:27]2[CH2:31][CH2:30][N:29]([CH:35]3[CH2:36][CH2:37][CH2:38][CH2:39][CH:34]3[CH3:33])[CH2:28]2)=[O:25])=[N:13][CH:14]=1. The yield is 0.800. (7) The reactants are [C:1]([C:5]1[CH:9]=[C:8]([NH:10][C:11](=[O:42])[NH:12][C:13]2[C:22]3[C:17](=[CH:18][CH:19]=[CH:20][CH:21]=3)[C:16]([O:23][C:24]3[CH:29]=[CH:28][N:27]=[C:26]([NH:30][C:31](=[O:41])[CH2:32][NH:33]C(=O)OC(C)(C)C)[CH:25]=3)=[CH:15][CH:14]=2)[N:7]([C:43]2[CH:48]=[CH:47][C:46]([CH3:49])=[CH:45][CH:44]=2)[N:6]=1)([CH3:4])([CH3:3])[CH3:2].C(O)(C(F)(F)F)=O. The catalyst is C(Cl)Cl. The product is [NH2:33][CH2:32][C:31]([NH:30][C:26]1[CH:25]=[C:24]([O:23][C:16]2[C:17]3[C:22](=[CH:21][CH:20]=[CH:19][CH:18]=3)[C:13]([NH:12][C:11]([NH:10][C:8]3[N:7]([C:43]4[CH:48]=[CH:47][C:46]([CH3:49])=[CH:45][CH:44]=4)[N:6]=[C:5]([C:1]([CH3:4])([CH3:3])[CH3:2])[CH:9]=3)=[O:42])=[CH:14][CH:15]=2)[CH:29]=[CH:28][N:27]=1)=[O:41]. The yield is 0.870. (8) The reactants are [Cl:1][C:2]1[CH:7]=[CH:6][C:5]([C:8]2[N:12]([CH3:13])[C:11]([C:14](O)=[O:15])=[C:10]([C:17]3[CH:22]=[CH:21][C:20]([S:23](=[O:26])(=[O:25])[NH2:24])=[CH:19][CH:18]=3)[C:9]=2[CH3:27])=[CH:4][CH:3]=1.C1C=CC2N(O)N=NC=2C=1.Cl.[CH3:39][NH:40][CH3:41].C(Cl)CCl.C(N(CC)CC)C. The catalyst is CN(C=O)C. The product is [Cl:1][C:2]1[CH:3]=[CH:4][C:5]([C:8]2[N:12]([CH3:13])[C:11]([C:14]([N:40]([CH3:41])[CH3:39])=[O:15])=[C:10]([C:17]3[CH:22]=[CH:21][C:20]([S:23](=[O:26])(=[O:25])[NH2:24])=[CH:19][CH:18]=3)[C:9]=2[CH3:27])=[CH:6][CH:7]=1. The yield is 0.881. (9) The reactants are [CH3:1][C:2]1[N:3]=[C:4]2[C:13]3[CH2:12][CH:11]([C:14]4[CH:19]=[CH:18][CH:17]=[CH:16][CH:15]=4)[CH2:10][CH2:9][C:8]=3[C:7]([C:20]([OH:22])=O)=[CH:6][N:5]2[C:23]=1[CH3:24].CN(C(ON1N=NC2C=CC=CC1=2)=[N+](C)C)C.[B-](F)(F)(F)F.[NH2:47][CH2:48][CH2:49][OH:50].[Cl-].[NH4+]. The catalyst is ClCCl. The product is [OH:50][CH2:49][CH2:48][NH:47][C:20]([C:7]1[C:8]2[CH2:9][CH2:10][CH:11]([C:14]3[CH:19]=[CH:18][CH:17]=[CH:16][CH:15]=3)[CH2:12][C:13]=2[C:4]2=[N:3][C:2]([CH3:1])=[C:23]([CH3:24])[N:5]2[CH:6]=1)=[O:22]. The yield is 0.570.